Predict the reactants needed to synthesize the given product. From a dataset of Full USPTO retrosynthesis dataset with 1.9M reactions from patents (1976-2016). (1) Given the product [CH2:28]([C:4]1([CH2:12][CH3:13])[C:3]2[C:7]([F:11])=[CH:8][CH:9]=[CH:10][C:2]=2[NH:1][C:21](=[O:22])[O:6]1)[CH3:29], predict the reactants needed to synthesize it. The reactants are: [NH2:1][C:2]1[CH:10]=[CH:9][CH:8]=[C:7]([F:11])[C:3]=1[C:4]([OH:6])=O.[CH2:12]([Mg]Br)[CH3:13].C1N=CN([C:21](N2C=NC=C2)=[O:22])C=1.[CH2:28]1COC[CH2:29]1. (2) The reactants are: [CH3:1][NH:2][CH3:3].C(=O)([O-])[O-].[Na+].[Na+].Cl[CH2:11][CH2:12][CH2:13][CH2:14][CH2:15][CH2:16][C@H:17]1[CH2:34][C@@:32]2([CH3:33])[C@@H:28]([CH2:29][CH2:30][C@@H:31]2[OH:35])[C@@:27]2([CH:36]=[CH2:37])[C@H:18]1[C:19]1[CH:20]=[CH:21][C:22]([OH:38])=[CH:23][C:24]=1[CH2:25][CH2:26]2. Given the product [CH3:1][N:2]([CH3:3])[CH2:11][CH2:12][CH2:13][CH2:14][CH2:15][CH2:16][C@H:17]1[CH2:34][C@@:32]2([CH3:33])[C@@H:28]([CH2:29][CH2:30][C@@H:31]2[OH:35])[C@@:27]2([CH:36]=[CH2:37])[C@H:18]1[C:19]1[CH:20]=[CH:21][C:22]([OH:38])=[CH:23][C:24]=1[CH2:25][CH2:26]2, predict the reactants needed to synthesize it. (3) Given the product [CH3:27][C:26]1[CH:25]=[CH:24][C:4]([C:5]([NH:7][C:8]2[CH:13]=[CH:12][C:11]([CH2:14][N:15]3[CH2:16][CH2:17][CH2:18][CH2:19]3)=[C:10]([C:20]([F:21])([F:22])[F:23])[CH:9]=2)=[O:6])=[CH:3][C:2]=1[C:29]1[CH:30]=[C:31]2[C:36](=[CH:37][CH:38]=1)[CH:35]=[N:34][N:33]=[CH:32]2, predict the reactants needed to synthesize it. The reactants are: Br[C:2]1[CH:3]=[C:4]([CH:24]=[CH:25][C:26]=1[CH3:27])[C:5]([NH:7][C:8]1[CH:13]=[CH:12][C:11]([CH2:14][N:15]2[CH2:19][CH2:18][CH2:17][CH2:16]2)=[C:10]([C:20]([F:23])([F:22])[F:21])[CH:9]=1)=[O:6].Br[C:29]1[CH:30]=[C:31]2[C:36](=[CH:37][CH:38]=1)[CH:35]=[N:34][N:33]=[CH:32]2.N.